From a dataset of Forward reaction prediction with 1.9M reactions from USPTO patents (1976-2016). Predict the product of the given reaction. (1) Given the reactants [CH2:1]([O:3][C:4]1[CH:9]=[C:8]([C:10]([NH:12][CH2:13][CH3:14])=[O:11])[CH:7]=[CH:6][C:5]=1[N:15]1[CH:19]=[C:18]([C:20]([O:22]CC)=[O:21])[N:17]=[N:16]1)[CH3:2].[OH-].[Na+].O, predict the reaction product. The product is: [CH2:1]([O:3][C:4]1[CH:9]=[C:8]([C:10]([NH:12][CH2:13][CH3:14])=[O:11])[CH:7]=[CH:6][C:5]=1[N:15]1[CH:19]=[C:18]([C:20]([OH:22])=[O:21])[N:17]=[N:16]1)[CH3:2]. (2) Given the reactants [O:1]=[C:2]1[C:11]2[C:6](=[CH:7][CH:8]=[CH:9][CH:10]=2)[C:5]2[CH2:12][C:13]3[CH:14]=[C:15]([NH2:19])[CH:16]=[CH:17][C:18]=3[C:4]=2[NH:3]1.[CH2:20]([N:23]=[C:24]=[O:25])[CH2:21]C, predict the reaction product. The product is: [CH2:20]([NH:23][C:24]([NH:19][C:15]1[CH:16]=[CH:17][C:18]2[C:4]3[NH:3][C:2](=[O:1])[C:11]4[C:6]([C:5]=3[CH2:12][C:13]=2[CH:14]=1)=[CH:7][CH:8]=[CH:9][CH:10]=4)=[O:25])[CH3:21]. (3) Given the reactants Br[C:2]1[CH:3]=[C:4]2[C:9](=[CH:10][CH:11]=1)[N:8]=[C:7]([O:12][CH3:13])[CH:6]=[C:5]2[C:14]1[CH:19]=[CH:18][CH:17]=[C:16]([Cl:20])[CH:15]=1.[CH3:21][C:22]1[N:27]=[CH:26][C:25]([C:28]([C:30]2[N:31]([CH3:35])[CH:32]=[N:33][CH:34]=2)=[O:29])=[CH:24][CH:23]=1, predict the reaction product. The product is: [Cl:20][C:16]1[CH:15]=[C:14]([C:5]2[C:4]3[C:9](=[CH:10][CH:11]=[C:2]([C:28]([C:25]4[CH:26]=[N:27][C:22]([CH3:21])=[CH:23][CH:24]=4)([C:30]4[N:31]([CH3:35])[CH:32]=[N:33][CH:34]=4)[OH:29])[CH:3]=3)[N:8]=[C:7]([O:12][CH3:13])[CH:6]=2)[CH:19]=[CH:18][CH:17]=1. (4) The product is: [F:1][C:2]1[C:3]([F:11])=[C:4]([NH:12][NH2:13])[C:5]([F:9])=[C:6]([F:8])[N:7]=1. Given the reactants [F:1][C:2]1[N:7]=[C:6]([F:8])[C:5]([F:9])=[C:4](F)[C:3]=1[F:11].[NH2:12][NH2:13], predict the reaction product. (5) Given the reactants [CH3:1][O:2][NH:3][C:4](=[O:18])[C@H:5]([NH:13][C:14]([O:16][CH3:17])=[O:15])[CH2:6][C:7]1[CH:12]=[CH:11][CH:10]=[CH:9][CH:8]=1.FC(F)(F)C(O)=O.FC(F)(F)C(OC1C(OC(=O)C(F)(F)F)=C(I)C=CC=1)=O, predict the reaction product. The product is: [CH3:1][O:2][N:3]1[C:12]2[C:7](=[CH:8][CH:9]=[CH:10][CH:11]=2)[CH2:6][C@@H:5]([NH:13][C:14](=[O:15])[O:16][CH3:17])[C:4]1=[O:18]. (6) Given the reactants Cl.Cl.[OH:3][C@@H:4]1[CH2:11][N:10]([CH2:12][CH2:13][CH2:14][N:15]2[C:21](=[O:22])[CH2:20][CH2:19][NH:18][C@H:17]([CH3:23])[CH2:16]2)[CH2:9][CH2:8][C:5]21[CH2:7][CH2:6]2.[CH3:24][C:25]1[CH:26]=[C:27]([N:32]=[C:33]=[O:34])[CH:28]=[CH:29][C:30]=1[CH3:31], predict the reaction product. The product is: [CH3:24][C:25]1[CH:26]=[C:27]([NH:32][C:33]([N:18]2[CH2:19][CH2:20][C:21](=[O:22])[N:15]([CH2:14][CH2:13][CH2:12][N:10]3[CH2:9][CH2:8][C:5]4([CH2:6][CH2:7]4)[C@H:4]([OH:3])[CH2:11]3)[CH2:16][C@H:17]2[CH3:23])=[O:34])[CH:28]=[CH:29][C:30]=1[CH3:31]. (7) The product is: [Cl:34][C:30]1[CH:29]=[C:28]2[C:33]([C:24]([NH:12][C:11]3[CH:13]=[CH:14][C:8]([N:5]4[CH2:4][CH2:3][N:2]([CH3:1])[CH2:7][CH2:6]4)=[C:9]([CH2:15][N:16]4[CH2:17][CH2:18][N:19]([CH3:22])[CH2:20][CH2:21]4)[CH:10]=3)=[CH:25][CH:26]=[N:27]2)=[CH:32][CH:31]=1. Given the reactants [CH3:1][N:2]1[CH2:7][CH2:6][N:5]([C:8]2[CH:14]=[CH:13][C:11]([NH2:12])=[CH:10][C:9]=2[CH2:15][N:16]2[CH2:21][CH2:20][N:19]([CH3:22])[CH2:18][CH2:17]2)[CH2:4][CH2:3]1.Cl[C:24]1[C:33]2[C:28](=[CH:29][C:30]([Cl:34])=[CH:31][CH:32]=2)[N:27]=[CH:26][CH:25]=1.Cl, predict the reaction product. (8) Given the reactants [H-].[Al+3].[Li+].[H-].[H-].[H-].[S:7]1[C:13]2[CH:14]=[CH:15][CH:16]=[CH:17][C:12]=2[C:11](=O)[NH:10][CH2:9][CH2:8]1.O, predict the reaction product. The product is: [S:7]1[C:13]2[CH:14]=[CH:15][CH:16]=[CH:17][C:12]=2[CH2:11][NH:10][CH2:9][CH2:8]1. (9) The product is: [Br:1][C:2]1[CH:24]=[CH:23][C:5]2[N:6]([CH:11]3[CH2:15][CH2:14][NH:13][CH2:12]3)[CH2:7][CH2:8][CH2:9][CH2:10][C:4]=2[CH:3]=1. Given the reactants [Br:1][C:2]1[CH:24]=[CH:23][C:5]2[N:6]([CH:11]3[CH2:15][CH2:14][N:13](C(OC(C)(C)C)=O)[CH2:12]3)[CH2:7][CH2:8][CH2:9][CH2:10][C:4]=2[CH:3]=1.Cl, predict the reaction product.